From a dataset of Forward reaction prediction with 1.9M reactions from USPTO patents (1976-2016). Predict the product of the given reaction. (1) Given the reactants Cl[C:2]1[C:11]2[C:6](=[CH:7][CH:8]=[CH:9][CH:10]=2)[N:5]=[C:4]([CH3:12])[N:3]=1.[CH3:13][O:14][C:15]1[CH:20]=[C:19]([O:21][CH3:22])[CH:18]=[C:17]([O:23][CH3:24])[C:16]=1[NH2:25], predict the reaction product. The product is: [CH3:12][C:4]1[N:3]=[C:2]([NH:25][C:16]2[C:17]([O:23][CH3:24])=[CH:18][C:19]([O:21][CH3:22])=[CH:20][C:15]=2[O:14][CH3:13])[C:11]2[C:6](=[CH:7][CH:8]=[CH:9][CH:10]=2)[N:5]=1. (2) Given the reactants [Br:1][C:2]1[CH:3]=[C:4]2[C:9](=[CH:10][CH:11]=1)[N:8]=[CH:7][C:6]([N+:12]([O-])=O)=[C:5]2[NH:15][C:16]1[C:17]([CH3:22])=[N:18][N:19]([CH3:21])[CH:20]=1, predict the reaction product. The product is: [Br:1][C:2]1[CH:3]=[C:4]2[C:9](=[CH:10][CH:11]=1)[N:8]=[CH:7][C:6]([NH2:12])=[C:5]2[NH:15][C:16]1[C:17]([CH3:22])=[N:18][N:19]([CH3:21])[CH:20]=1. (3) Given the reactants NC1C=CC=C2C=1CN(CCOC)C2=O.C1C(=O)N(Cl)C(=O)C1.NC1C(Cl)=CC=C2C=1CN(CCOC)C2=O.[NH2:40][C:41]1[C:49](Cl)=[CH:48][C:47]([Cl:51])=[C:46]2[C:42]=1[CH2:43][N:44]([CH2:53][CH2:54][O:55][CH3:56])[C:45]2=[O:52], predict the reaction product. The product is: [NH2:40][C:41]1[CH:49]=[CH:48][C:47]([Cl:51])=[C:46]2[C:42]=1[CH2:43][N:44]([CH2:53][CH2:54][O:55][CH3:56])[C:45]2=[O:52]. (4) Given the reactants C1(C2C=CC=CC=2)C=CC=CC=1.Cl[C:14]1[C:15](=[O:39])[C:16](=[O:38])[C:17]=1[NH:18][C:19]1[CH:24]=[CH:23][C:22]([Cl:25])=[C:21]([S:26]([N:29]2[CH2:35][CH2:34][CH2:33][N:32]([CH3:36])[CH2:31][CH2:30]2)(=[O:28])=[O:27])[C:20]=1[OH:37].[Cl:40][C:41]1[CH:47]=[CH:46][CH:45]=[CH:44][C:42]=1[NH2:43], predict the reaction product. The product is: [Cl:25][C:22]1[CH:23]=[CH:24][C:19]([NH:18][C:17]2[C:16](=[O:38])[C:15](=[O:39])[C:14]=2[NH:43][C:42]2[CH:44]=[CH:45][CH:46]=[CH:47][C:41]=2[Cl:40])=[C:20]([OH:37])[C:21]=1[S:26]([N:29]1[CH2:35][CH2:34][CH2:33][N:32]([CH3:36])[CH2:31][CH2:30]1)(=[O:27])=[O:28]. (5) Given the reactants [CH3:1][C:2]1[CH:3]=[C:4]([C:9]2[C:14]([C:15]3[CH:20]=[C:19]([CH3:21])[CH:18]=[C:17]([CH3:22])[CH:16]=3)=[N:13][CH:12]=[CH:11][N+:10]=2[O-])[CH:5]=[C:6]([CH3:8])[CH:7]=1.P(Cl)(Cl)([Cl:26])=O, predict the reaction product. The product is: [Cl:26][C:12]1[N:13]=[C:14]([C:15]2[CH:20]=[C:19]([CH3:21])[CH:18]=[C:17]([CH3:22])[CH:16]=2)[C:9]([C:4]2[CH:3]=[C:2]([CH3:1])[CH:7]=[C:6]([CH3:8])[CH:5]=2)=[N:10][CH:11]=1. (6) Given the reactants [B-](F)(F)(F)F.[CH3:6][N:7](C(ON1C(=O)CCC1=O)=[N+](C)C)[CH3:8].[Br:21][C:22]1[CH:23]=[C:24]([C:39]([OH:41])=O)[CH:25]=[C:26]2[C:31]=1[O:30][C:29]([N:32]1[CH2:37][CH2:36][O:35][CH2:34][CH2:33]1)=[CH:28][C:27]2=[O:38].CCN(C(C)C)C(C)C, predict the reaction product. The product is: [Br:21][C:22]1[CH:23]=[C:24]([C:39]([N:7]([CH3:8])[CH3:6])=[O:41])[CH:25]=[C:26]2[C:31]=1[O:30][C:29]([N:32]1[CH2:37][CH2:36][O:35][CH2:34][CH2:33]1)=[CH:28][C:27]2=[O:38]. (7) Given the reactants [F:1][C:2]1[CH:17]=[C:16]([F:18])[CH:15]=[CH:14][C:3]=1[CH2:4][NH:5][CH2:6][CH:7]([O:11][CH2:12][CH3:13])[O:8][CH2:9][CH3:10].[CH:19]1[C:31]2[CH:30]([CH2:32][O:33][C:34]([NH:36][C@@H:37]([CH2:41][C:42]3[CH:47]=[CH:46][C:45]([O:48][C:49]([CH3:52])([CH3:51])[CH3:50])=[CH:44][CH:43]=3)[C:38](O)=[O:39])=[O:35])[C:29]3[C:24](=[CH:25][CH:26]=[CH:27][CH:28]=3)[C:23]=2[CH:22]=[CH:21][CH:20]=1, predict the reaction product. The product is: [C:49]([O:48][C:45]1[CH:44]=[CH:43][C:42]([CH2:41][C@H:37]([NH:36][C:34](=[O:35])[O:33][CH2:32][CH:30]2[C:31]3[CH:19]=[CH:20][CH:21]=[CH:22][C:23]=3[C:24]3[C:29]2=[CH:28][CH:27]=[CH:26][CH:25]=3)[C:38]([N:5]([CH2:6][CH:7]([O:8][CH2:9][CH3:10])[O:11][CH2:12][CH3:13])[CH2:4][C:3]2[CH:14]=[CH:15][C:16]([F:18])=[CH:17][C:2]=2[F:1])=[O:39])=[CH:47][CH:46]=1)([CH3:52])([CH3:50])[CH3:51]. (8) Given the reactants Br[C:2]1[CH:3]=[C:4]2[C:10]([C@@H:11]([C:13]3[C:18]([O:19][CH3:20])=[CH:17][CH:16]=[C:15]([F:21])[C:14]=3[Cl:22])[CH3:12])=[CH:9][NH:8][C:5]2=[N:6][CH:7]=1.[B:23]1([B:23]2[O:27][C:26]([CH3:29])([CH3:28])[C:25]([CH3:31])([CH3:30])[O:24]2)[O:27][C:26]([CH3:29])([CH3:28])[C:25]([CH3:31])([CH3:30])[O:24]1.C([O-])(=O)C.[K+], predict the reaction product. The product is: [Cl:22][C:14]1[C:15]([F:21])=[CH:16][CH:17]=[C:18]([O:19][CH3:20])[C:13]=1[C@H:11]([C:10]1[C:4]2[C:5](=[N:6][CH:7]=[C:2]([B:23]3[O:27][C:26]([CH3:29])([CH3:28])[C:25]([CH3:31])([CH3:30])[O:24]3)[CH:3]=2)[NH:8][CH:9]=1)[CH3:12]. (9) Given the reactants [NH2:1][C:2]1[C:3]([NH:13][CH2:14][CH2:15][CH2:16][OH:17])=[C:4]([CH:9]=[CH:10][C:11]=1[Cl:12])[C:5]([O:7][CH3:8])=[O:6].[Cl:18][C:19]1[CH:24]=[C:23]([Cl:25])[CH:22]=[CH:21][C:20]=1[N:26]=[C:27]=[S:28], predict the reaction product. The product is: [Cl:12][C:11]1[CH:10]=[CH:9][C:4]([C:5]([O:7][CH3:8])=[O:6])=[C:3]([NH:13][CH2:14][CH2:15][CH2:16][OH:17])[C:2]=1[NH:1][C:27](=[S:28])[NH:26][C:20]1[CH:21]=[CH:22][C:23]([Cl:25])=[CH:24][C:19]=1[Cl:18]. (10) Given the reactants [CH2:1]([C:3]1[O:7][C:6]([C:8]([C:10]2[CH:15]=[CH:14][CH:13]=[CH:12][N:11]=2)=O)=[CH:5][CH:4]=1)[CH3:2].[NH3:16], predict the reaction product. The product is: [CH2:1]([C:3]1[N:16]=[C:8]([C:10]2[CH:15]=[CH:14][CH:13]=[CH:12][N:11]=2)[C:6]([OH:7])=[CH:5][CH:4]=1)[CH3:2].